Dataset: Catalyst prediction with 721,799 reactions and 888 catalyst types from USPTO. Task: Predict which catalyst facilitates the given reaction. (1) Reactant: [NH:1]1[CH:5]=[CH:4][N:3]=[CH:2]1.CCN(CC)CC.[CH3:13][N:14]([CH3:19])[S:15](Cl)(=[O:17])=[O:16]. Product: [CH3:13][N:14]([CH3:19])[S:15]([N:1]1[CH:5]=[CH:4][N:3]=[CH:2]1)(=[O:17])=[O:16]. The catalyst class is: 2. (2) Reactant: C([N:8](CC1C=CC=CC=1)[C@@H:9]1[C:15](=[O:16])[NH:14][C:13]2[CH:17]=[C:18]([F:21])[CH:19]=[CH:20][C:12]=2[O:11][C@@H:10]1[CH2:22][CH3:23])C1C=CC=CC=1. Product: [NH2:8][C@@H:9]1[C:15](=[O:16])[NH:14][C:13]2[CH:17]=[C:18]([F:21])[CH:19]=[CH:20][C:12]=2[O:11][C@@H:10]1[CH2:22][CH3:23]. The catalyst class is: 19. (3) Reactant: [P:1]([O:19][CH2:20]Cl)([O:11][CH2:12][C:13]1[CH:18]=[CH:17][CH:16]=[CH:15][CH:14]=1)([O:3][CH2:4][C:5]1[CH:10]=[CH:9][CH:8]=[CH:7][CH:6]=1)=[O:2].[CH2:22]([N:29]([C@@:41]([CH3:68])([CH2:52][C:53]1[CH:58]=[CH:57][C:56]([OH:59])=[C:55]([O:60][CH2:61][C:62]2[CH:67]=[CH:66][CH:65]=[CH:64][CH:63]=2)[CH:54]=1)[C:42]([O:44][CH2:45][C:46]1[CH:51]=[CH:50][CH:49]=[CH:48][CH:47]=1)=[O:43])[NH:30][C:31]([O:33][CH2:34][C:35]1[CH:40]=[CH:39][CH:38]=[CH:37][CH:36]=1)=[O:32])[C:23]1[CH:28]=[CH:27][CH:26]=[CH:25][CH:24]=1.C(#N)C.N12CCCN=C1CCCCC2. Product: [CH2:22]([N:29]([C@@:41]([CH3:68])([CH2:52][C:53]1[CH:58]=[CH:57][C:56]([O:59][CH2:20][O:19][P:1]([O:11][CH2:12][C:13]2[CH:18]=[CH:17][CH:16]=[CH:15][CH:14]=2)([O:3][CH2:4][C:5]2[CH:10]=[CH:9][CH:8]=[CH:7][CH:6]=2)=[O:2])=[C:55]([O:60][CH2:61][C:62]2[CH:63]=[CH:64][CH:65]=[CH:66][CH:67]=2)[CH:54]=1)[C:42]([O:44][CH2:45][C:46]1[CH:47]=[CH:48][CH:49]=[CH:50][CH:51]=1)=[O:43])[NH:30][C:31]([O:33][CH2:34][C:35]1[CH:36]=[CH:37][CH:38]=[CH:39][CH:40]=1)=[O:32])[C:23]1[CH:28]=[CH:27][CH:26]=[CH:25][CH:24]=1. The catalyst class is: 6. (4) Reactant: [Cl:1][C:2]1[CH:3]=[C:4]([C:9]([O:11][CH3:12])=[O:10])[N:5]=[N:6][C:7]=1[OH:8].C(=O)([O-])[O-].[K+].[K+].[CH3:19][O:20][C:21]1[CH:26]=[CH:25][C:24]([CH2:27]Cl)=[CH:23][CH:22]=1.O. Product: [Cl:1][C:2]1[C:7](=[O:8])[N:6]([CH2:27][C:24]2[CH:25]=[CH:26][C:21]([O:20][CH3:19])=[CH:22][CH:23]=2)[N:5]=[C:4]([C:9]([O:11][CH3:12])=[O:10])[CH:3]=1. The catalyst class is: 3. (5) Reactant: [CH2:1]([O:3][C:4]1[CH:5]=[C:6]([CH2:15][OH:16])[CH:7]=[C:8]([O:12][CH2:13][CH3:14])[C:9]=1[O:10][CH3:11])[CH3:2]. Product: [CH2:13]([O:12][C:8]1[CH:7]=[C:6]([CH:5]=[C:4]([O:3][CH2:1][CH3:2])[C:9]=1[O:10][CH3:11])[CH:15]=[O:16])[CH3:14]. The catalyst class is: 725.